From a dataset of Kir2.1 potassium channel HTS with 301,493 compounds. Binary Classification. Given a drug SMILES string, predict its activity (active/inactive) in a high-throughput screening assay against a specified biological target. (1) The drug is Brc1cc(C(=O)N\C(C(=O)N2CCCCCC2)=C\c2cccnc2)ccc1. The result is 0 (inactive). (2) The molecule is O1\C(=N/CC(OC)=O)C2(N(C(OC(=O)N(CC)CC)=C(C=3C2C2C(CC3)C(=O)N(C2=O)C)CC)C1=O)C. The result is 0 (inactive). (3) The molecule is O=C1C(=C(/NNc2ccccc2)c2ccccc2)/C=C(O)C=C1. The result is 0 (inactive). (4) The molecule is O(CC(=O)N(CC)CC)c1ccc(CC)cc1. The result is 0 (inactive). (5) The drug is S(=O)(=O)(N1CCC2(OCCO2)CC1)c1cc(c(F)cc1)C(=O)Nc1ccc(cc1)C. The result is 0 (inactive). (6) The molecule is O=C(N1CCCC1)C(=O)NNC(=O)COc1c(OC)cccc1. The result is 0 (inactive). (7) The compound is O=c1n([nH]cc1c1ccccc1)c1cc([N+]([O-])=O)ccc1. The result is 0 (inactive). (8) The molecule is O(c1c(NC(=O)CC(C)C)cc(OC)c(NC(=O)c2ccc([N+]([O-])=O)cc2)c1)C. The result is 0 (inactive). (9) The drug is O(C1=C(Nc2ccc(C(C)C)cc2)C(=O)C1=O)CC. The result is 0 (inactive).